From a dataset of Full USPTO retrosynthesis dataset with 1.9M reactions from patents (1976-2016). Predict the reactants needed to synthesize the given product. (1) The reactants are: CC1(C)C(C)(C)OB([C:9]2[CH:10]=[CH:11][C:12]([N:15]3[CH2:20][CH2:19][N:18]([C:21]([O:23][C:24]([CH3:27])([CH3:26])[CH3:25])=[O:22])[CH2:17][CH2:16]3)=[N:13][CH:14]=2)O1.Cl[C:30]1[CH:35]=[N:34][N:33]2[C:36]([C:39]3[CH:40]=[C:41]([NH:45][C:46]([NH:48][CH2:49][C:50]([F:53])([F:52])[F:51])=[O:47])[CH:42]=[CH:43][CH:44]=3)=[CH:37][N:38]=[C:32]2[CH:31]=1.C(=O)([O-])[O-].[Na+].[Na+]. Given the product [F:53][C:50]([F:51])([F:52])[CH2:49][NH:48][C:46]([NH:45][C:41]1[CH:40]=[C:39]([C:36]2[N:33]3[N:34]=[CH:35][C:30]([C:9]4[CH:10]=[CH:11][C:12]([N:15]5[CH2:16][CH2:17][N:18]([C:21]([O:23][C:24]([CH3:25])([CH3:26])[CH3:27])=[O:22])[CH2:19][CH2:20]5)=[N:13][CH:14]=4)=[CH:31][C:32]3=[N:38][CH:37]=2)[CH:44]=[CH:43][CH:42]=1)=[O:47], predict the reactants needed to synthesize it. (2) Given the product [Cl:1][C:2]1[C:7]([Cl:8])=[C:6]([C:9]2[CH:10]=[CH:11][C:12]([O:15][CH3:16])=[CH:13][CH:14]=2)[N:5]=[C:4]([C:17]([OH:19])=[O:18])[CH:3]=1, predict the reactants needed to synthesize it. The reactants are: [Cl:1][C:2]1[C:7]([Cl:8])=[C:6]([C:9]2[CH:14]=[CH:13][C:12]([O:15][CH3:16])=[CH:11][CH:10]=2)[N:5]=[C:4]([C:17]([O:19]C(C)C)=[O:18])[CH:3]=1.[OH-].[K+]. (3) Given the product [Br:31][C:5]1[C:4]2[C:8](=[CH:9][CH:10]=[CH:2][CH:3]=2)[N:7]([CH2:11][C:12]([O:14][C:15]([CH3:18])([CH3:17])[CH3:16])=[O:13])[C:6]=1[CH3:19], predict the reactants needed to synthesize it. The reactants are: Cl[C:2]1[CH:3]=[C:4]2[C:8](=[CH:9][CH:10]=1)[N:7]([CH2:11][C:12]([O:14][C:15]([CH3:18])([CH3:17])[CH3:16])=[O:13])[C:6]([CH3:19])=[C:5]2C1C2C(=CC=CC=2)C(Cl)=NN=1.[Br:31]C1C2C(=CC=CC=2)NC=1C.C([O-])([O-])=O.[K+].[K+].C(OC(=O)CBr)(C)(C)C. (4) Given the product [F:22][C:17]1[CH:18]=[CH:19][CH:20]=[CH:21][C:16]=1[CH2:15][C:13]1[CH:14]=[C:9]([O:7][CH2:3][C:4]#[C:5][CH3:6])[N:10]=[CH:11][N:12]=1, predict the reactants needed to synthesize it. The reactants are: [H-].[Na+].[CH2:3]([OH:7])[C:4]#[C:5][CH3:6].Cl[C:9]1[CH:14]=[C:13]([CH2:15][C:16]2[CH:21]=[CH:20][CH:19]=[CH:18][C:17]=2[F:22])[N:12]=[CH:11][N:10]=1.[Cl-].[NH4+]. (5) Given the product [Cl:1][C:2]1[CH:3]=[C:4]([NH:9][C:10]2[N:15]=[C:14]([N:16]3[C:20]([Cl:21])=[C:19]([Cl:22])[N:18]=[CH:17]3)[C:13]([C:23]3[CH:24]=[C:25]([C:29]([OH:31])=[O:30])[CH:26]=[N:27][CH:28]=3)=[CH:12][N:11]=2)[CH:5]=[CH:6][C:7]=1[F:8], predict the reactants needed to synthesize it. The reactants are: [Cl:1][C:2]1[CH:3]=[C:4]([NH:9][C:10]2[N:15]=[C:14]([N:16]3[C:20]([Cl:21])=[C:19]([Cl:22])[N:18]=[CH:17]3)[C:13]([C:23]3[CH:24]=[C:25]([C:29]([O:31]CC)=[O:30])[CH:26]=[N:27][CH:28]=3)=[CH:12][N:11]=2)[CH:5]=[CH:6][C:7]=1[F:8].IC1C=C2C(=CC=1)N(CCOC)C=C(C(OCC)=O)C2=O.[OH-].C[Sn+](C)C.